From a dataset of Full USPTO retrosynthesis dataset with 1.9M reactions from patents (1976-2016). Predict the reactants needed to synthesize the given product. (1) Given the product [CH2:23]([NH:27][C:13]([C:4]1[C:5]2[C:10](=[CH:9][C:8]([O:11][CH3:12])=[CH:7][CH:6]=2)[N:2]([CH3:1])[C:3]=1[CH3:16])=[O:15])[CH:24]([CH3:26])[CH3:25], predict the reactants needed to synthesize it. The reactants are: [CH3:1][N:2]1[C:10]2[C:5](=[CH:6][CH:7]=[C:8]([O:11][CH3:12])[CH:9]=2)[C:4]([C:13]([OH:15])=O)=[C:3]1[CH3:16].C(Cl)(=O)C(Cl)=O.[CH2:23]([NH2:27])[CH:24]([CH3:26])[CH3:25]. (2) The reactants are: Cl[CH2:2][C:3]1[CH:21]=[CH:20][C:6]([O:7][CH2:8][C:9]2[N:10]=[C:11]([C:15]3[O:16][CH:17]=[CH:18][CH:19]=3)[O:12][C:13]=2[CH3:14])=[CH:5][CH:4]=1.[OH:22][C:23]1[C:27]([CH:28]=[O:29])=[CH:26][N:25]([C:30]2[CH:35]=[CH:34][CH:33]=[CH:32][CH:31]=2)[N:24]=1.C(=O)([O-])[O-].[K+].[K+].CN(C)C=O. Given the product [O:16]1[CH:17]=[CH:18][CH:19]=[C:15]1[C:11]1[O:12][C:13]([CH3:14])=[C:9]([CH2:8][O:7][C:6]2[CH:20]=[CH:21][C:3]([CH2:2][O:22][C:23]3[C:27]([CH:28]=[O:29])=[CH:26][N:25]([C:30]4[CH:31]=[CH:32][CH:33]=[CH:34][CH:35]=4)[N:24]=3)=[CH:4][CH:5]=2)[N:10]=1, predict the reactants needed to synthesize it. (3) Given the product [CH3:17][NH:16][C:4]1[CH:3]=[C:2]([B:18]2[O:22][C:21]([CH3:24])([CH3:23])[C:20]([CH3:26])([CH3:25])[O:19]2)[CH:7]=[CH:6][C:5]=1[C:8]([N:10]1[CH2:15][CH2:14][O:13][CH2:12][CH2:11]1)=[O:9], predict the reactants needed to synthesize it. The reactants are: Br[C:2]1[CH:7]=[CH:6][C:5]([C:8]([N:10]2[CH2:15][CH2:14][O:13][CH2:12][CH2:11]2)=[O:9])=[C:4]([NH:16][CH3:17])[CH:3]=1.[B:18]1([B:18]2[O:22][C:21]([CH3:24])([CH3:23])[C:20]([CH3:26])([CH3:25])[O:19]2)[O:22][C:21]([CH3:24])([CH3:23])[C:20]([CH3:26])([CH3:25])[O:19]1.CC([O-])=O.[K+].